Dataset: NCI-60 drug combinations with 297,098 pairs across 59 cell lines. Task: Regression. Given two drug SMILES strings and cell line genomic features, predict the synergy score measuring deviation from expected non-interaction effect. (1) Drug 1: CN1CCC(CC1)COC2=C(C=C3C(=C2)N=CN=C3NC4=C(C=C(C=C4)Br)F)OC. Drug 2: CC1C(C(=O)NC(C(=O)N2CCCC2C(=O)N(CC(=O)N(C(C(=O)O1)C(C)C)C)C)C(C)C)NC(=O)C3=C4C(=C(C=C3)C)OC5=C(C(=O)C(=C(C5=N4)C(=O)NC6C(OC(=O)C(N(C(=O)CN(C(=O)C7CCCN7C(=O)C(NC6=O)C(C)C)C)C)C(C)C)C)N)C. Cell line: RXF 393. Synergy scores: CSS=8.88, Synergy_ZIP=6.08, Synergy_Bliss=10.1, Synergy_Loewe=10.2, Synergy_HSA=9.95. (2) Drug 1: CS(=O)(=O)C1=CC(=C(C=C1)C(=O)NC2=CC(=C(C=C2)Cl)C3=CC=CC=N3)Cl. Drug 2: COC1=NC(=NC2=C1N=CN2C3C(C(C(O3)CO)O)O)N. Cell line: KM12. Synergy scores: CSS=7.73, Synergy_ZIP=-7.31, Synergy_Bliss=-8.24, Synergy_Loewe=-14.2, Synergy_HSA=-6.82. (3) Drug 1: CCC(=C(C1=CC=CC=C1)C2=CC=C(C=C2)OCCN(C)C)C3=CC=CC=C3.C(C(=O)O)C(CC(=O)O)(C(=O)O)O. Drug 2: C1CN(P(=O)(OC1)NCCCl)CCCl. Cell line: CAKI-1. Synergy scores: CSS=3.47, Synergy_ZIP=-0.579, Synergy_Bliss=0.648, Synergy_Loewe=-3.97, Synergy_HSA=-0.987.